This data is from HIV replication inhibition screening data with 41,000+ compounds from the AIDS Antiviral Screen. The task is: Binary Classification. Given a drug SMILES string, predict its activity (active/inactive) in a high-throughput screening assay against a specified biological target. (1) The compound is O=C(c1ccccc1)C1(c2ccccc2)SSC1(C(=O)c1ccccc1)c1ccccc1. The result is 0 (inactive). (2) The compound is CC1=NC2=CC=CC3=NC(NCCCN(C)C)=NC(=N1)N23. The result is 0 (inactive). (3) The compound is O=C(Nc1nc2ccsc2s1)c1ccccc1. The result is 1 (active). (4) The molecule is CC=C1CNC1C(=O)O. The result is 0 (inactive). (5) The compound is Oc1nc(NCc2cccnc2)nc2[nH]cnc12. The result is 0 (inactive). (6) The drug is Cc1cccc(C)c1NC(=NC(=O)c1ccccc1C(=O)N=C(NNc1c([N+](=O)[O-])cccc1[N+](=O)[O-])Nc1c(C)cccc1C)NNc1c([N+](=O)[O-])cccc1[N+](=O)[O-]. The result is 0 (inactive). (7) The compound is Cc1nc(C)c(N2CCN(CN)CC2)c(O)n1. The result is 0 (inactive).